This data is from Full USPTO retrosynthesis dataset with 1.9M reactions from patents (1976-2016). The task is: Predict the reactants needed to synthesize the given product. (1) Given the product [F:1][C:2]1[CH:7]=[C:6]([F:8])[CH:5]=[CH:4][C:3]=1[CH2:9][NH:10][C:11]([C:13]1[C:14](=[O:38])[C:15]([OH:30])=[C:16]2[C:21](=[O:22])[N:20]3[CH2:23][C@H:24]4[CH2:28][CH2:27][CH2:26][N:25]4[C@@H:19]3[CH2:18][N:17]2[CH:29]=1)=[O:12], predict the reactants needed to synthesize it. The reactants are: [F:1][C:2]1[CH:7]=[C:6]([F:8])[CH:5]=[CH:4][C:3]=1[CH2:9][NH:10][C:11]([C:13]1[C:14](=[O:38])[C:15]([O:30]CC2C=CC=CC=2)=[C:16]2[C:21](=[O:22])[N:20]3[CH2:23][C@H:24]4[CH2:28][CH2:27][CH2:26][N:25]4[C@@H:19]3[CH2:18][N:17]2[CH:29]=1)=[O:12].[OH-].[NH4+]. (2) Given the product [Cl:24][C:25]1[CH:30]=[C:29]([NH:31][C:32]2[C:41]3[C:36](=[CH:37][CH:38]=[CH:39][C:40]=3[O:42][CH2:43][CH:44]3[CH2:45][CH2:46][N:47]([C:50](=[O:53])[CH2:51][OH:52])[CH2:48][CH2:49]3)[N:35]=[CH:34][N:33]=2)[CH:28]=[CH:27][C:26]=1[O:14][CH2:13][C:11]1[CH:10]=[CH:9][CH:8]=[C:7]([CH3:6])[N:12]=1, predict the reactants needed to synthesize it. The reactants are: CS(Cl)(=O)=O.[CH3:6][C:7]1[N:12]=[C:11]([CH2:13][OH:14])[CH:10]=[CH:9][CH:8]=1.C(N(CC)C(C)C)(C)C.[Cl:24][C:25]1[CH:30]=[C:29]([NH:31][C:32]2[C:41]3[C:36](=[CH:37][CH:38]=[CH:39][C:40]=3[O:42][CH2:43][CH:44]3[CH2:49][CH2:48][N:47]([C:50](=[O:53])[CH2:51][OH:52])[CH2:46][CH2:45]3)[N:35]=[CH:34][N:33]=2)[CH:28]=[CH:27][C:26]=1O.C(=O)([O-])[O-].[K+].[K+]. (3) Given the product [C:10]1([N:7]2[CH2:8][CH2:9][C@H:5]([OH:4])[CH2:6]2)[CH:15]=[CH:14][CH:13]=[CH:12][CH:11]=1, predict the reactants needed to synthesize it. The reactants are: C([O:4][C@H:5]1[CH2:9][CH2:8][N:7]([C:10]2[CH:15]=[CH:14][CH:13]=[CH:12][CH:11]=2)[CH2:6]1)(=O)C.[Li+].[OH-]. (4) Given the product [C:21]([NH:20][C:16]1[CH:15]=[C:14]([CH:11]2[CH2:12][CH2:13][N:8]([CH2:7][CH2:6][CH2:5][CH2:4][CH2:3][CH2:2][NH:1][C:40]([C:35]3[CH:34]=[N:33][N:32]([C:26]4[CH:31]=[CH:30][CH:29]=[CH:28][CH:27]=4)[C:36]=3[CH2:37][CH2:38][CH3:39])=[O:41])[CH2:9][CH2:10]2)[CH:19]=[CH:18][CH:17]=1)(=[O:25])[CH:22]([CH3:23])[CH3:24], predict the reactants needed to synthesize it. The reactants are: [NH2:1][CH2:2][CH2:3][CH2:4][CH2:5][CH2:6][CH2:7][N:8]1[CH2:13][CH2:12][CH:11]([C:14]2[CH:15]=[C:16]([NH:20][C:21](=[O:25])[CH:22]([CH3:24])[CH3:23])[CH:17]=[CH:18][CH:19]=2)[CH2:10][CH2:9]1.[C:26]1([N:32]2[C:36]([CH2:37][CH2:38][CH3:39])=[C:35]([C:40](Cl)=[O:41])[CH:34]=[N:33]2)[CH:31]=[CH:30][CH:29]=[CH:28][CH:27]=1. (5) Given the product [ClH:1].[ClH:1].[CH2:3]([C:7]1[N:8]=[N:9][C:10]([O:32][CH:33]2[CH2:38][CH2:37][N:36]([CH3:42])[CH2:35][CH2:34]2)=[CH:11][C:12]=1[C:13]1[CH:18]=[CH:17][C:16]([O:19][CH:20]2[CH2:21][CH2:22][CH2:23][CH2:24][CH2:25]2)=[C:15]([C:26]2[CH:27]=[N:28][N:29]([CH3:31])[CH:30]=2)[CH:14]=1)[CH2:4][CH2:5][CH3:6], predict the reactants needed to synthesize it. The reactants are: [ClH:1].Cl.[CH2:3]([C:7]1[N:8]=[N:9][C:10]([O:32][CH:33]2[CH2:38][CH2:37][NH:36][CH2:35][CH2:34]2)=[CH:11][C:12]=1[C:13]1[CH:18]=[CH:17][C:16]([O:19][CH:20]2[CH2:25][CH2:24][CH2:23][CH2:22][CH2:21]2)=[C:15]([C:26]2[CH:27]=[N:28][N:29]([CH3:31])[CH:30]=2)[CH:14]=1)[CH2:4][CH2:5][CH3:6].C=O.O.[C:42](O[BH-](OC(=O)C)OC(=O)C)(=O)C.[Na+]. (6) Given the product [CH3:11][O:12][C:13]1[CH:20]=[CH:19][C:16]([CH2:17][NH:18][CH:4]=[N:5][NH:6][C:7]([O:9][CH3:10])=[O:8])=[CH:15][CH:14]=1, predict the reactants needed to synthesize it. The reactants are: C(O[CH:4]=[N:5][NH:6][C:7]([O:9][CH3:10])=[O:8])C.[CH3:11][O:12][C:13]1[CH:20]=[CH:19][C:16]([CH2:17][NH2:18])=[CH:15][CH:14]=1.